Dataset: Full USPTO retrosynthesis dataset with 1.9M reactions from patents (1976-2016). Task: Predict the reactants needed to synthesize the given product. (1) Given the product [Cl:1][C:2]1[C:7]([CH3:8])=[CH:6][C:5]([N+:20]([O-:22])=[O:21])=[C:4]([NH:9][C:10](=[O:12])[CH3:11])[CH:3]=1, predict the reactants needed to synthesize it. The reactants are: [Cl:1][C:2]1[CH:3]=[C:4]([NH:9][C:10](=[O:12])[CH3:11])[CH:5]=[CH:6][C:7]=1[CH3:8].C(OC(=O)C)(=O)C.[N+:20]([O-])([OH:22])=[O:21]. (2) Given the product [NH2:22][C:20]1[N:21]=[C:10]([OH:11])[C:9]([CH2:8][C:7]2[CH:17]=[CH:18][C:4]([CH2:3][C:1]#[N:2])=[CH:5][CH:6]=2)=[C:14]([CH3:15])[N:19]=1, predict the reactants needed to synthesize it. The reactants are: [C:1]([CH2:3][C:4]1[CH:18]=[CH:17][C:7]([CH2:8][CH:9]([C:14](=O)[CH3:15])[C:10](OC)=[O:11])=[CH:6][CH:5]=1)#[N:2].[NH2:19][C:20]([NH2:22])=[NH:21].C(O)(=O)C. (3) Given the product [Br:1][C:2]1[N:7]=[CH:6][C:5]2[C:8]([I:13])=[CH:9][NH:10][C:4]=2[CH:3]=1, predict the reactants needed to synthesize it. The reactants are: [Br:1][C:2]1[N:7]=[CH:6][C:5]2[CH:8]=[CH:9][NH:10][C:4]=2[CH:3]=1.[OH-].[K+].[I:13]I. (4) Given the product [CH3:21][C:11]1[CH:16]=[CH:15][C:14]([S:17]([O:8][CH2:7][CH:4]2[CH2:5][CH2:6][O:1][CH2:2][CH2:3]2)(=[O:19])=[O:18])=[CH:13][CH:12]=1, predict the reactants needed to synthesize it. The reactants are: [O:1]1[CH2:6][CH2:5][CH:4]([CH2:7][OH:8])[CH2:3][CH2:2]1.[OH-].[Na+].[C:11]1([CH3:21])[CH:16]=[CH:15][C:14]([S:17](Cl)(=[O:19])=[O:18])=[CH:13][CH:12]=1.Cl.